From a dataset of NCI-60 drug combinations with 297,098 pairs across 59 cell lines. Regression. Given two drug SMILES strings and cell line genomic features, predict the synergy score measuring deviation from expected non-interaction effect. (1) Drug 1: CC1=CC=C(C=C1)C2=CC(=NN2C3=CC=C(C=C3)S(=O)(=O)N)C(F)(F)F. Drug 2: C1=CN(C=N1)CC(O)(P(=O)(O)O)P(=O)(O)O. Cell line: KM12. Synergy scores: CSS=-1.84, Synergy_ZIP=3.15, Synergy_Bliss=4.40, Synergy_Loewe=-2.39, Synergy_HSA=-1.40. (2) Drug 1: C1CN(CCN1C(=O)CCBr)C(=O)CCBr. Drug 2: COC1=C2C(=CC3=C1OC=C3)C=CC(=O)O2. Cell line: UACC-257. Synergy scores: CSS=14.9, Synergy_ZIP=-5.85, Synergy_Bliss=-1.81, Synergy_Loewe=-3.42, Synergy_HSA=-2.11. (3) Drug 1: CN1C(=O)N2C=NC(=C2N=N1)C(=O)N. Drug 2: C1CN(CCN1C(=O)CCBr)C(=O)CCBr. Cell line: NCI/ADR-RES. Synergy scores: CSS=5.22, Synergy_ZIP=-3.41, Synergy_Bliss=-0.201, Synergy_Loewe=-11.1, Synergy_HSA=-0.941. (4) Drug 1: C1CCN(CC1)CCOC2=CC=C(C=C2)C(=O)C3=C(SC4=C3C=CC(=C4)O)C5=CC=C(C=C5)O. Drug 2: C1=NC(=NC(=O)N1C2C(C(C(O2)CO)O)O)N. Synergy scores: CSS=6.30, Synergy_ZIP=-0.693, Synergy_Bliss=1.63, Synergy_Loewe=-3.42, Synergy_HSA=-1.08. Cell line: MDA-MB-231.